This data is from Aqueous solubility values for 9,982 compounds from the AqSolDB database. The task is: Regression/Classification. Given a drug SMILES string, predict its absorption, distribution, metabolism, or excretion properties. Task type varies by dataset: regression for continuous measurements (e.g., permeability, clearance, half-life) or binary classification for categorical outcomes (e.g., BBB penetration, CYP inhibition). For this dataset (solubility_aqsoldb), we predict Y. The drug is NS(=O)(=O)c1cc2c(s1)SCCC2=O. The Y is -3.55 log mol/L.